This data is from Reaction yield outcomes from USPTO patents with 853,638 reactions. The task is: Predict the reaction yield, written as a fraction of the theoretical maximum amount of product (1.0 means a 100% yield; for example, 0.34 means a 34% yield). (1) The reactants are C1([NH:7][C:8]([C:10]2[C:11](=[O:29])[N:12]([CH2:22][C:23]3[CH:28]=[CH:27][CH:26]=[CH:25][CH:24]=3)[C:13]3[C:18]([C:19]=2O)=[CH:17][C:16]([F:21])=[CH:15][CH:14]=3)=O)CCCCC1.P(Cl)(Cl)([Cl:32])=O. No catalyst specified. The product is [CH2:22]([N:12]1[C:13]2[C:18](=[CH:17][C:16]([F:21])=[CH:15][CH:14]=2)[C:19]([Cl:32])=[C:10]([C:8]#[N:7])[C:11]1=[O:29])[C:23]1[CH:28]=[CH:27][CH:26]=[CH:25][CH:24]=1. The yield is 0.470. (2) The reactants are [C:1]([C:3]1[CH:4]=[CH:5][C:6]2[N:7]([C:9]([C:12]3[N:17]=[C:16]([NH:18][CH2:19][C:20]([CH3:23])([CH3:22])[CH3:21])[C:15]([N:24]4[CH2:29][CH2:28][N:27](C(OC(C)(C)C)=O)[CH2:26][CH2:25]4)=[CH:14][N:13]=3)=[CH:10][N:11]=2)[CH:8]=1)#[N:2].Cl. The catalyst is O1CCOCC1. The product is [CH3:21][C:20]([CH3:23])([CH3:22])[CH2:19][NH:18][C:16]1[C:15]([N:24]2[CH2:29][CH2:28][NH:27][CH2:26][CH2:25]2)=[CH:14][N:13]=[C:12]([C:9]2[N:7]3[CH:8]=[C:3]([C:1]#[N:2])[CH:4]=[CH:5][C:6]3=[N:11][CH:10]=2)[N:17]=1. The yield is 0.410.